Dataset: Forward reaction prediction with 1.9M reactions from USPTO patents (1976-2016). Task: Predict the product of the given reaction. (1) The product is: [CH3:17][C:11]([O:9][C:4]1[CH:5]=[CH:6][CH:7]=[CH:8][C:3]=1[S:2][CH3:1])([CH3:18])[C:12]([O:14][CH2:15][CH3:16])=[O:13]. Given the reactants [CH3:1][S:2][C:3]1[CH:8]=[CH:7][CH:6]=[CH:5][C:4]=1[OH:9].Br[C:11]([CH3:18])([CH3:17])[C:12]([O:14][CH2:15][CH3:16])=[O:13].C([O-])([O-])=O.[K+].[K+].O, predict the reaction product. (2) Given the reactants [Cl:1][C:2]1[C:3]([O:9][C:10]2[CH:11]=[CH:12][C:13]([O:16]C)=[N:14][CH:15]=2)=[N:4][CH:5]=[C:6]([Cl:8])[CH:7]=1.Cl.N1C=CC=CC=1, predict the reaction product. The product is: [Cl:1][C:2]1[C:3]([O:9][C:10]2[CH:11]=[CH:12][C:13]([OH:16])=[N:14][CH:15]=2)=[N:4][CH:5]=[C:6]([Cl:8])[CH:7]=1. (3) Given the reactants C([O:3][C:4]([C:6]1[NH:7][C:8]2[C:13]([CH:14]=1)=[CH:12][CH:11]=[CH:10][CH:9]=2)=[O:5])C.Br[CH2:16][C:17]1[C:26]2[C:21](=[CH:22][C:23]([O:27][CH3:28])=[CH:24][CH:25]=2)[CH:20]=[CH:19][CH:18]=1, predict the reaction product. The product is: [CH3:28][O:27][C:23]1[CH:22]=[C:21]2[C:26](=[CH:25][CH:24]=1)[C:17]([CH2:16][N:7]1[C:8]3[C:13](=[CH:12][CH:11]=[CH:10][CH:9]=3)[CH:14]=[C:6]1[C:4]([OH:3])=[O:5])=[CH:18][CH:19]=[CH:20]2. (4) Given the reactants [OH:1][CH:2]1[CH:7]([C:8]2[CH:13]=[CH:12][C:11]([OH:14])=[CH:10][CH:9]=2)[CH2:6][CH2:5][N:4]([C:15]([O:17][C:18]([CH3:21])(C)C)=[O:16])[CH2:3]1.CO.Cl, predict the reaction product. The product is: [OH:1][CH:2]1[CH:7]([C:8]2[CH:9]=[CH:10][C:11]([OH:14])=[CH:12][CH:13]=2)[CH2:6][CH2:5][N:4]([C:15]([O:17][CH2:18][C:21]2[CH:3]=[CH:2][CH:7]=[CH:6][CH:5]=2)=[O:16])[CH2:3]1. (5) Given the reactants FC(F)(F)C(O)=O.C(OC([N:15]1[CH2:20][C:19](=[O:21])[NH:18][C:17]2[CH:22]=[C:23](/[CH:26]=[CH:27]/[C:28](=[O:42])[N:29]([CH3:41])[CH2:30][C:31]3[N:32]([CH3:40])[C:33]4[C:38]([CH:39]=3)=[CH:37][CH:36]=[CH:35][CH:34]=4)[CH:24]=[N:25][C:16]1=2)=O)(C)(C)C, predict the reaction product. The product is: [CH3:41][N:29]([CH2:30][C:31]1[N:32]([CH3:40])[C:33]2[C:38]([CH:39]=1)=[CH:37][CH:36]=[CH:35][CH:34]=2)[C:28](=[O:42])/[CH:27]=[CH:26]/[C:23]1[CH:24]=[N:25][C:16]2[NH:15][CH2:20][C:19](=[O:21])[NH:18][C:17]=2[CH:22]=1. (6) Given the reactants [F:1][C:2]1[CH:7]=[CH:6][C:5]([OH:8])=[CH:4][CH:3]=1.[F:9][C:10]1[CH:11]=[C:12]([CH:15]=[C:16]([F:19])[C:17]=1F)[CH:13]=[O:14], predict the reaction product. The product is: [F:9][C:10]1[CH:11]=[C:12]([CH:15]=[C:16]([F:19])[C:17]=1[O:8][C:5]1[CH:6]=[CH:7][C:2]([F:1])=[CH:3][CH:4]=1)[CH:13]=[O:14]. (7) Given the reactants [F:1][CH:2]([F:12])[C:3]1[C:7]([C:8](Cl)=[O:9])=[CH:6][N:5]([CH3:11])[N:4]=1.Cl.[Cl:14][C:15]1[CH:20]=[CH:19][C:18]([C:21]([C@@H:23]2[CH2:27][CH2:26][CH2:25][NH:24]2)=[O:22])=[CH:17][CH:16]=1.C(N(CC)CC)C, predict the reaction product. The product is: [Cl:14][C:15]1[CH:20]=[CH:19][C:18]([C:21]([C@@H:23]2[CH2:27][CH2:26][CH2:25][N:24]2[C:8]([C:7]2[C:3]([CH:2]([F:12])[F:1])=[N:4][N:5]([CH3:11])[CH:6]=2)=[O:9])=[O:22])=[CH:17][CH:16]=1. (8) Given the reactants [OH:1][C:2]1[CH:3]=[C:4]2[C:12](=[CH:13][CH:14]=1)[N:11]([CH2:15][CH2:16][CH3:17])[C:10]1[CH:9]=[CH:8][C:7]([C:18](=[O:20])[CH3:19])=[CH:6][C:5]2=1.[C:21](OC(=O)C)(=[O:23])[CH3:22].N1C=CC=CC=1, predict the reaction product. The product is: [C:21]([O:1][C:2]1[CH:14]=[CH:13][C:12]2[N:11]([CH2:15][CH2:16][CH3:17])[C:10]3[C:5]([C:4]=2[CH:3]=1)=[CH:6][C:7]([C:18](=[O:20])[CH3:19])=[CH:8][CH:9]=3)(=[O:23])[CH3:22]. (9) Given the reactants [F:1][C:2]1[CH:3]=[C:4]([N:9]2[CH:18]=[CH:17][C:16]3[C:11](=[C:12]([O:21]C)[CH:13]=[C:14]([O:19][CH3:20])[CH:15]=3)[C:10]2=[O:23])[CH:5]=[CH:6][C:7]=1[OH:8].C(Cl)Cl.B(Br)(Br)Br.O, predict the reaction product. The product is: [F:1][C:2]1[CH:3]=[C:4]([N:9]2[CH:18]=[CH:17][C:16]3[C:11](=[C:12]([OH:21])[CH:13]=[C:14]([O:19][CH3:20])[CH:15]=3)[C:10]2=[O:23])[CH:5]=[CH:6][C:7]=1[OH:8].